Dataset: Forward reaction prediction with 1.9M reactions from USPTO patents (1976-2016). Task: Predict the product of the given reaction. Given the reactants [N+:1]([C:4]1[CH:9]=[CH:8][C:7]([CH:10]([C:14](=O)[CH3:15])[C:11](=[O:13])[CH3:12])=[CH:6][CH:5]=1)([O-:3])=[O:2].Cl.NO.[N:20]1C=CC=CC=1, predict the reaction product. The product is: [CH3:15][C:14]1[C:10]([C:7]2[CH:8]=[CH:9][C:4]([N+:1]([O-:3])=[O:2])=[CH:5][CH:6]=2)=[C:11]([CH3:12])[O:13][N:20]=1.